From a dataset of Peptide-MHC class II binding affinity with 134,281 pairs from IEDB. Regression. Given a peptide amino acid sequence and an MHC pseudo amino acid sequence, predict their binding affinity value. This is MHC class II binding data. (1) The peptide sequence is AREGSYETAKVLLDH. The MHC is H-2-IAb with pseudo-sequence H-2-IAb. The binding affinity (normalized) is 0. (2) The peptide sequence is IGTGDDCISIGPGST. The MHC is DRB1_0701 with pseudo-sequence DRB1_0701. The binding affinity (normalized) is 0.160. (3) The peptide sequence is NRKELLVTFKNAHAK. The MHC is DRB1_0401 with pseudo-sequence DRB1_0401. The binding affinity (normalized) is 0.784. (4) The binding affinity (normalized) is 0.741. The peptide sequence is FKTFEAAFTSSSKAA. The MHC is DRB1_0701 with pseudo-sequence DRB1_0701. (5) The MHC is HLA-DPA10201-DPB11401 with pseudo-sequence HLA-DPA10201-DPB11401. The peptide sequence is PTIGVGGNFAGGGFG. The binding affinity (normalized) is 0. (6) The peptide sequence is NVQSLGWNIITFKDK. The MHC is DRB1_0901 with pseudo-sequence DRB1_0901. The binding affinity (normalized) is 0.601. (7) The peptide sequence is NFRFLTEKGMKNVFD. The MHC is HLA-DQA10401-DQB10402 with pseudo-sequence HLA-DQA10401-DQB10402. The binding affinity (normalized) is 0.164.